Predict which catalyst facilitates the given reaction. From a dataset of Catalyst prediction with 721,799 reactions and 888 catalyst types from USPTO. Reactant: [C:1]([CH2:3][C:4]1[CH:34]=[CH:33][C:7]([CH2:8][C:9]2([CH2:22][NH:23][C@@H:24]3[CH2:26][C@H:25]3[C:27]3[CH:32]=[CH:31][CH:30]=[CH:29][CH:28]=3)[CH2:14][CH2:13][N:12]([C:15]([O:17][C:18]([CH3:21])([CH3:20])[CH3:19])=[O:16])[CH2:11][CH2:10]2)=[CH:6][CH:5]=1)#[N:2].C(N(CC)C(C)C)(C)C.[F:44][C:45]([F:56])([F:55])[C:46](O[C:46](=[O:47])[C:45]([F:56])([F:55])[F:44])=[O:47]. Product: [C:1]([CH2:3][C:4]1[CH:5]=[CH:6][C:7]([CH2:8][C:9]2([CH2:22][N:23]([C@@H:24]3[CH2:26][C@H:25]3[C:27]3[CH:32]=[CH:31][CH:30]=[CH:29][CH:28]=3)[C:46](=[O:47])[C:45]([F:56])([F:55])[F:44])[CH2:14][CH2:13][N:12]([C:15]([O:17][C:18]([CH3:20])([CH3:19])[CH3:21])=[O:16])[CH2:11][CH2:10]2)=[CH:33][CH:34]=1)#[N:2]. The catalyst class is: 2.